From a dataset of Reaction yield outcomes from USPTO patents with 853,638 reactions. Predict the reaction yield, written as a fraction of the theoretical maximum amount of product (1.0 means a 100% yield; for example, 0.34 means a 34% yield). (1) The product is [N:1]1[CH:8]=[C:11]([CH2:10][C:12]2[CH:22]=[CH:21][C:15]3[N:16]=[C:17]([S:19][CH3:20])[S:18][C:14]=3[CH:13]=2)[N:3]2[CH:4]=[CH:5][CH:6]=[CH:7][C:2]=12. The reactants are [NH2:1][C:2]1[CH:7]=[CH:6][CH:5]=[CH:4][N:3]=1.[CH2:8]=O.[C:10]([C:12]1[CH:22]=[CH:21][C:15]2[N:16]=[C:17]([S:19][CH3:20])[S:18][C:14]=2[CH:13]=1)#[CH:11]. The yield is 0.380. The catalyst is C1(C)C=CC=CC=1.Cl[Cu].C(S([O-])(=O)=O)(F)(F)F.C(S([O-])(=O)=O)(F)(F)F.[Cu+2]. (2) The reactants are [CH:1]([C:4]1[C:13]2[C:8](=[N:9][CH:10]=[CH:11][CH:12]=2)[NH:7][C:6](=O)[CH:5]=1)([CH3:3])[CH3:2].O=P(Cl)(Cl)[Cl:17]. The catalyst is C1(C)C=CC=CC=1. The product is [Cl:17][C:6]1[CH:5]=[C:4]([CH:1]([CH3:3])[CH3:2])[C:13]2[C:8](=[N:9][CH:10]=[CH:11][CH:12]=2)[N:7]=1. The yield is 0.790. (3) The reactants are Cl[C:2](Cl)(Cl)[CH:3]([OH:5])O.Cl.[NH2:9][OH:10].[CH3:11][O:12][C:13]1[CH:18]=[CH:17][C:16]([NH2:19])=[CH:15][CH:14]=1.Cl. The catalyst is O.S([O-])([O-])(=O)=O.[Na+].[Na+]. The product is [N:9](=[CH:2][C:3]([NH:19][C:16]1[CH:17]=[CH:18][C:13]([O:12][CH3:11])=[CH:14][CH:15]=1)=[O:5])[OH:10]. The yield is 0.850. (4) The yield is 0.330. The catalyst is CN(C=O)C. The reactants are [CH3:1][O:2][C:3]1[CH:12]=[C:11]2[C:6]([C:7]([OH:13])=[CH:8][CH:9]=[N:10]2)=[CH:5][CH:4]=1.[H-].[Na+].CS(O[CH2:21][CH2:22][N:23]1[CH2:28][CH2:27][CH:26]([NH:29][C:30]([O:32][C:33]([CH3:36])([CH3:35])[CH3:34])=[O:31])[CH2:25][CH2:24]1)(=O)=O.C(#N)C.O. The product is [C:33]([O:32][C:30](=[O:31])[NH:29][CH:26]1[CH2:27][CH2:28][N:23]([CH2:22][CH2:21][N:10]2[C:11]3[C:6](=[CH:5][CH:4]=[C:3]([O:2][CH3:1])[CH:12]=3)[C:7](=[O:13])[CH:8]=[CH:9]2)[CH2:24][CH2:25]1)([CH3:36])([CH3:35])[CH3:34].